This data is from Retrosynthesis with 50K atom-mapped reactions and 10 reaction types from USPTO. The task is: Predict the reactants needed to synthesize the given product. (1) The reactants are: CC(C)(C)OC(=O)OC(=O)OC(C)(C)C.CSCCc1nc2cc(-c3c[nH]c4cc(F)ccc34)ccc2o1. Given the product CSCCc1nc2cc(-c3cn(C(=O)OC(C)(C)C)c4cc(F)ccc34)ccc2o1, predict the reactants needed to synthesize it. (2) Given the product CN1CCCc2cccc(N)c21, predict the reactants needed to synthesize it. The reactants are: CN1CCCc2cccc(NC(=O)OC(C)(C)C)c21. (3) Given the product C=CCC1(CC=C)c2c(ccc(OC)c2OC)CC2c3cc4c(cc3CCN21)OCO4, predict the reactants needed to synthesize it. The reactants are: C=CCC1(CC=C)c2c(ccc(OC)c2OC)C=C2c3cc4c(cc3CCN21)OCO4. (4) Given the product O=C(O)c1cc(CO)n(Cc2cc(-c3ccc(Cl)s3)on2)n1, predict the reactants needed to synthesize it. The reactants are: CCOC(=O)c1cc(CO)n(Cc2cc(-c3ccc(Cl)s3)on2)n1. (5) Given the product O=C(Nc1ccc(Cl)c(-c2ccccn2)c1)c1ccc(-n2cncn2)nc1, predict the reactants needed to synthesize it. The reactants are: Nc1ccc(Cl)c(-c2ccccn2)c1.O=C(O)c1ccc(-n2cncn2)nc1. (6) The reactants are: CNc1ccccc1.O=C(O)COc1ncc(C(=O)Nc2ccc(F)cc2)cn1. Given the product CN(C(=O)COc1ncc(C(=O)Nc2ccc(F)cc2)cn1)c1ccccc1, predict the reactants needed to synthesize it. (7) Given the product CCOC(=O)C[C@H]1CC[C@H](CN(CC)c2ccc(C(F)(F)F)cc2CO)CC1, predict the reactants needed to synthesize it. The reactants are: CCOC(=O)C[C@H]1CC[C@H](CN(CC)c2ccc(C(F)(F)F)cc2C=O)CC1. (8) Given the product Cc1cc(Cl)ccc1N1CCN(C(=O)OC(C)(C)C)CC1, predict the reactants needed to synthesize it. The reactants are: CC(C)(C)OC(=O)N1CCNCC1.Cc1cc(Cl)ccc1Br. (9) Given the product N#Cc1cc(F)ccc1N1CCN(C(=O)CCOc2ccccc2)CC1, predict the reactants needed to synthesize it. The reactants are: N#Cc1cc(F)ccc1N1CCNCC1.O=C(O)CCOc1ccccc1.